Dataset: Full USPTO retrosynthesis dataset with 1.9M reactions from patents (1976-2016). Task: Predict the reactants needed to synthesize the given product. The reactants are: CS([O:5][C:6]1[CH:11]=[CH:10][CH:9]=[C:8]([C:12]2[O:13][C:14]([CH2:42]C)=[C:15]([CH2:17][O:18][C:19]3[CH:24]=[CH:23][C:22]([CH2:25][O:26][C:27]4[C:31]([CH:32]=[O:33])=[CH:30][N:29]([C:34]5[CH:39]=[CH:38][CH:37]=[CH:36][CH:35]=5)[N:28]=4)=[CH:21][C:20]=3[O:40][CH3:41])[N:16]=2)[CH:7]=1)(=O)=O.O1CCCC1.[OH-].[Na+].Cl. Given the product [OH:5][C:6]1[CH:7]=[C:8]([C:12]2[O:13][C:14]([CH3:42])=[C:15]([CH2:17][O:18][C:19]3[CH:24]=[CH:23][C:22]([CH2:25][O:26][C:27]4[C:31]([CH:32]=[O:33])=[CH:30][N:29]([C:34]5[CH:35]=[CH:36][CH:37]=[CH:38][CH:39]=5)[N:28]=4)=[CH:21][C:20]=3[O:40][CH3:41])[N:16]=2)[CH:9]=[CH:10][CH:11]=1, predict the reactants needed to synthesize it.